From a dataset of Catalyst prediction with 721,799 reactions and 888 catalyst types from USPTO. Predict which catalyst facilitates the given reaction. (1) Reactant: [CH2:1](Br)[C:2]1[CH:7]=[CH:6][CH:5]=[CH:4][CH:3]=1.[Br:9][C:10]1[N:15]=[CH:14][C:13]([OH:16])=[CH:12][CH:11]=1.C(=O)([O-])[O-].[K+].[K+]. Product: [CH2:1]([O:16][C:13]1[CH:12]=[CH:11][C:10]([Br:9])=[N:15][CH:14]=1)[C:2]1[CH:7]=[CH:6][CH:5]=[CH:4][CH:3]=1. The catalyst class is: 21. (2) Reactant: [N:1]12[CH2:8][CH2:7][CH:4]([CH2:5][CH2:6]1)[C@@H:3]([O:9][C:10](=[O:49])[NH:11][C:12]1[CH:17]=[C:16]([CH2:18][CH2:19][CH2:20][O:21][C:22]([NH:24][C:25]3[CH:30]=[C:29]([O:31][CH3:32])[C:28]([CH2:33][O:34][Si](C(C)(C)C)(C)C)=[CH:27][C:26]=3[Cl:42])=[O:23])[CH:15]=[CH:14][C:13]=1[C:43]1[CH:48]=[CH:47][CH:46]=[CH:45][CH:44]=1)[CH2:2]2.F.F.F.C(N(CC)CC)C.C(#N)C. Product: [N:1]12[CH2:6][CH2:5][CH:4]([CH2:7][CH2:8]1)[C@@H:3]([O:9][C:10](=[O:49])[NH:11][C:12]1[CH:17]=[C:16]([CH2:18][CH2:19][CH2:20][O:21][C:22]([NH:24][C:25]3[CH:30]=[C:29]([O:31][CH3:32])[C:28]([CH2:33][OH:34])=[CH:27][C:26]=3[Cl:42])=[O:23])[CH:15]=[CH:14][C:13]=1[C:43]1[CH:44]=[CH:45][CH:46]=[CH:47][CH:48]=1)[CH2:2]2. The catalyst class is: 7.